This data is from Peptide-MHC class II binding affinity with 134,281 pairs from IEDB. The task is: Regression. Given a peptide amino acid sequence and an MHC pseudo amino acid sequence, predict their binding affinity value. This is MHC class II binding data. (1) The peptide sequence is GRSEFAYGSFVRTVS. The MHC is HLA-DQA10501-DQB10301 with pseudo-sequence HLA-DQA10501-DQB10301. The binding affinity (normalized) is 0.837. (2) The peptide sequence is VIIMDEAHFLDPASI. The MHC is DRB1_1101 with pseudo-sequence DRB1_1101. The binding affinity (normalized) is 0.296. (3) The peptide sequence is RSQPGLCNMYKDSHHPARTA. The binding affinity (normalized) is 0.143. The MHC is HLA-DQA10501-DQB10301 with pseudo-sequence HLA-DQA10501-DQB10301. (4) The peptide sequence is MGDDGVLACAIATHA. The MHC is HLA-DQA10401-DQB10402 with pseudo-sequence HLA-DQA10401-DQB10402. The binding affinity (normalized) is 0.654. (5) The peptide sequence is EYIEAAKWLLPPPKV. The MHC is DRB3_0101 with pseudo-sequence DRB3_0101. The binding affinity (normalized) is 0.428. (6) The binding affinity (normalized) is 0.220. The peptide sequence is NDAIKASTGGAYESY. The MHC is DRB4_0101 with pseudo-sequence DRB4_0103. (7) The peptide sequence is SRGNRAFIAINLQKN. The MHC is HLA-DQA10501-DQB10201 with pseudo-sequence HLA-DQA10501-DQB10201. The binding affinity (normalized) is 0.455. (8) The peptide sequence is EAKYDAYVATLSEALRIIAG. The MHC is DRB1_1501 with pseudo-sequence DRB1_1501. The binding affinity (normalized) is 0.683.